This data is from Reaction yield outcomes from USPTO patents with 853,638 reactions. The task is: Predict the reaction yield, written as a fraction of the theoretical maximum amount of product (1.0 means a 100% yield; for example, 0.34 means a 34% yield). The reactants are [CH2:1]([S:3](Cl)(=[O:5])=[O:4])[CH3:2].[F:7][C:8]1[CH:30]=[C:29]([F:31])[CH:28]=[CH:27][C:9]=1[O:10][C:11]1[N:16]=[CH:15][C:14]([NH2:17])=[CH:13][C:12]=1[B:18]1[O:22][C:21]([CH3:24])([CH3:23])[C:20]([CH3:26])([CH3:25])[O:19]1.N1C=CC=CC=1.O. The product is [F:7][C:8]1[CH:30]=[C:29]([F:31])[CH:28]=[CH:27][C:9]=1[O:10][C:11]1[N:16]=[CH:15][C:14]([NH:17][S:3]([CH2:1][CH3:2])(=[O:5])=[O:4])=[CH:13][C:12]=1[B:18]1[O:22][C:21]([CH3:23])([CH3:24])[C:20]([CH3:25])([CH3:26])[O:19]1. The yield is 0.880. The catalyst is C(Cl)Cl.